From a dataset of Catalyst prediction with 721,799 reactions and 888 catalyst types from USPTO. Predict which catalyst facilitates the given reaction. (1) Reactant: [C:1]([O:5][C:6](=[O:33])[CH2:7][C:8]1([C:11]2[CH:16]=[CH:15][C:14]([Cl:17])=[C:13]([N:18](CC3C=CC=CC=3)CC3C=CC=CC=3)[CH:12]=2)[CH2:10][CH2:9]1)([CH3:4])([CH3:3])[CH3:2]. Product: [C:1]([O:5][C:6](=[O:33])[CH2:7][C:8]1([C:11]2[CH:16]=[CH:15][C:14]([Cl:17])=[C:13]([NH2:18])[CH:12]=2)[CH2:9][CH2:10]1)([CH3:4])([CH3:2])[CH3:3]. The catalyst class is: 78. (2) Reactant: [F:1][C:2]([F:20])([F:19])[O:3][C:4]1[CH:9]=[CH:8][C:7]([C:10]2[CH:14]=[C:13]([C:15]([NH:17][NH2:18])=O)[O:12][N:11]=2)=[CH:6][CH:5]=1.Cl.[C:22](=N)([NH2:24])[CH3:23].[OH-].[Na+]. Product: [CH3:23][C:22]1[NH:18][N:17]=[C:15]([C:13]2[O:12][N:11]=[C:10]([C:7]3[CH:8]=[CH:9][C:4]([O:3][C:2]([F:20])([F:19])[F:1])=[CH:5][CH:6]=3)[CH:14]=2)[N:24]=1. The catalyst class is: 1.